From a dataset of Full USPTO retrosynthesis dataset with 1.9M reactions from patents (1976-2016). Predict the reactants needed to synthesize the given product. (1) Given the product [CH:16]1([O:15][C:5]2[CH:6]=[CH:7][C:8]([S:10](=[O:14])(=[O:13])[NH:11][CH3:12])=[CH:9][C:4]=2[C:3]([OH:21])=[O:2])[CH2:17][CH2:18][CH2:19][CH2:20]1, predict the reactants needed to synthesize it. The reactants are: C[O:2][C:3](=[O:21])[C:4]1[CH:9]=[C:8]([S:10](=[O:14])(=[O:13])[NH:11][CH3:12])[CH:7]=[CH:6][C:5]=1[O:15][CH:16]1[CH2:20][CH2:19][CH2:18][CH2:17]1.[OH-].[Na+]. (2) Given the product [C:1]1([S:7]([N:13]2[C:23]3[C:24]4[C:15]([CH2:16][NH:17][C:18](=[O:25])[C:19]=4[CH:20]=[CH:21][CH:22]=3)=[CH:14]2)(=[O:9])=[O:8])[CH:6]=[CH:5][CH:4]=[CH:3][CH:2]=1, predict the reactants needed to synthesize it. The reactants are: [C:1]1([S:7](Cl)(=[O:9])=[O:8])[CH:6]=[CH:5][CH:4]=[CH:3][CH:2]=1.[OH-].[Na+].[NH:13]1[C:23]2[C:24]3[C:15]([CH2:16][NH:17][C:18](=[O:25])[C:19]=3[CH:20]=[CH:21][CH:22]=2)=[CH:14]1. (3) Given the product [N:27]1([C:11]2[C:12]3[N:17]=[N:16][N:15]([C:18]4[CH:19]=[C:20]([CH2:21][OH:22])[CH:24]=[CH:25][CH:26]=4)[C:13]=3[N:14]=[C:9]([C:5]3[CH:4]=[C:3]([CH2:1][OH:2])[CH:8]=[CH:7][CH:6]=3)[N:10]=2)[CH2:28][CH2:29][O:30][CH2:31][CH2:32]1, predict the reactants needed to synthesize it. The reactants are: [CH:1]([C:3]1[CH:4]=[C:5]([C:9]2[N:10]=[C:11]([N:27]3[CH2:32][CH2:31][O:30][CH2:29][CH2:28]3)[C:12]3[N:17]=[N:16][N:15]([C:18]4[CH:19]=[C:20]([CH:24]=[CH:25][CH:26]=4)[C:21]([O-])=[O:22])[C:13]=3[N:14]=2)[CH:6]=[CH:7][CH:8]=1)=[O:2].[H-].[H-].[H-].[H-].[Li+].[Al+3].C1COCC1.O.[OH-].[Na+]. (4) Given the product [Cl:1][C:2]1[CH:7]=[C:6]([Cl:8])[CH:5]=[CH:4][C:3]=1[N:9]1[C:10]2=[N:11][C:12]3[C:13](=[C:15]([N:20]([CH2:23][CH3:24])[CH2:21][CH3:22])[CH:16]=[CH:17][C:18]=3[F:19])[N:14]2[CH2:28][CH2:27][CH2:26]1, predict the reactants needed to synthesize it. The reactants are: [Cl:1][C:2]1[CH:7]=[C:6]([Cl:8])[CH:5]=[CH:4][C:3]=1[NH:9][C:10]1[NH:14][C:13]2[C:15]([N:20]([CH2:23][CH3:24])[CH2:21][CH3:22])=[CH:16][CH:17]=[C:18]([F:19])[C:12]=2[N:11]=1.Br[CH2:26][CH2:27][CH2:28]Br.C(=O)([O-])[O-].[K+].[K+].C(OCC)(=O)C. (5) The reactants are: C(OCC)C.[C:6]([C:10]1[CH:15]=[CH:14][C:13]([Mg]Br)=[CH:12][CH:11]=1)([CH3:9])([CH3:8])[CH3:7].[CH:18]([C:21]1[CH:22]=[C:23]2[C:28](=[CH:29][CH:30]=1)[N:27]=[CH:26][CH:25]=[CH:24]2)([CH3:20])[CH3:19]. Given the product [C:6]([C:10]1[CH:15]=[CH:14][C:13]([C:26]2[CH:25]=[CH:24][C:23]3[C:28](=[CH:29][CH:30]=[C:21]([CH:18]([CH3:20])[CH3:19])[CH:22]=3)[N:27]=2)=[CH:12][CH:11]=1)([CH3:9])([CH3:8])[CH3:7], predict the reactants needed to synthesize it.